Task: Predict the reaction yield, written as a fraction of the theoretical maximum amount of product (1.0 means a 100% yield; for example, 0.34 means a 34% yield).. Dataset: Reaction yield outcomes from USPTO patents with 853,638 reactions (1) The reactants are [C:1](Cl)([CH3:3])=[O:2].Cl.[CH2:6]([O:13][C:14]1[CH:19]=[CH:18][N:17]([C:20]2[CH:21]=[CH:22][C:23]3[C:24]4[CH2:33][CH2:32][NH:31][CH2:30][CH2:29][C:25]=4[NH:26][C:27]=3[CH:28]=2)[C:16](=[O:34])[CH:15]=1)[C:7]1[CH:12]=[CH:11][CH:10]=[CH:9][CH:8]=1.CCN(CC)CC. The catalyst is CN(C1C=CN=CC=1)C.C(Cl)Cl. The product is [C:1]([N:31]1[CH2:32][CH2:33][C:24]2[C:23]3[CH:22]=[CH:21][C:20]([N:17]4[CH:18]=[CH:19][C:14]([O:13][CH2:6][C:7]5[CH:12]=[CH:11][CH:10]=[CH:9][CH:8]=5)=[CH:15][C:16]4=[O:34])=[CH:28][C:27]=3[NH:26][C:25]=2[CH2:29][CH2:30]1)(=[O:2])[CH3:3]. The yield is 0.340. (2) The reactants are [CH3:1][N:2]([CH3:16])[C:3]1[CH:12]=[C:11]2[C:6]([C:7]([C:14]#[CH:15])=[CH:8][C:9](=[O:13])[O:10]2)=[CH:5][CH:4]=1.[OH:17]S(O)(=O)=O.C([O-])(O)=O.[Na+]. The catalyst is C1COCC1.CC(C)=O. The product is [C:14]([C:7]1[C:6]2[C:11](=[CH:12][C:3]([N:2]([CH3:16])[CH3:1])=[CH:4][CH:5]=2)[O:10][C:9](=[O:13])[CH:8]=1)(=[O:17])[CH3:15]. The yield is 0.730.